Predict the product of the given reaction. From a dataset of Forward reaction prediction with 1.9M reactions from USPTO patents (1976-2016). (1) Given the reactants [F:1][C:2]([F:7])([F:6])[C:3]([OH:5])=[O:4].[CH:8]1([O:12][C:13]2[N:21]=[C:20]3[C:16]([N:17]=[C:18]([O:28][CH3:29])[N:19]3C3CCCCO3)=[C:15]([NH2:30])[N:14]=2)[CH2:11][CH2:10][CH2:9]1, predict the reaction product. The product is: [F:1][C:2]([F:7])([F:6])[C:3]([OH:5])=[O:4].[CH:8]1([O:12][C:13]2[NH:14][C:15]([NH2:30])=[C:16]3[C:20]([N:21]=2)=[N:19][C:18]([O:28][CH3:29])=[N:17]3)[CH2:9][CH2:10][CH2:11]1. (2) Given the reactants [CH:1]1C=CC(SC[C@H]2O[C@@H](N3C4=NC=NC(N[C@H]5[C@H](O)CCC5)=C4N=C3)[C@H](O)[C@@H]2O)=C(F)C=1.CNC1(C2C=CC=CC=2Cl)C(=O)CCCC1.CC1C=CC=C(C)C=1NC1SCCCN=1.CC(C1C=CC2SC3C=CC=CC=3N(CCCN(C)C)C=2C=1)=O.[CH:87](/[C:92](O)=O)=[CH:88]/[C:89]([OH:91])=[O:90].[CH3:95][CH:96]([NH:98][CH2:99][CH:100]([OH:113])[CH2:101][O:102][C:103]1[CH:104]=[CH:105]C(CCOC)=[CH:107][CH:108]=1)[CH3:97].CC(NCC(O)COC1C=CC=C2C=CC=CC=12)C, predict the reaction product. The product is: [CH3:97][CH:96]([NH:98][CH2:99][CH:100]([OH:113])[CH2:101][O:102][C:103]1[CH:104]=[CH:105][C:92]([CH2:87][CH2:88][C:89]([O:91][CH3:1])=[O:90])=[CH:107][CH:108]=1)[CH3:95].